From a dataset of Full USPTO retrosynthesis dataset with 1.9M reactions from patents (1976-2016). Predict the reactants needed to synthesize the given product. (1) Given the product [CH2:1]([O:8][C:9]1[CH:14]=[CH:13][C:12]([O:15][C:16](=[O:18])[CH3:17])=[CH:11][C:10]=1[N+:19]([O-:21])=[O:20])[C:2]1[CH:3]=[CH:4][CH:5]=[CH:6][CH:7]=1, predict the reactants needed to synthesize it. The reactants are: [CH2:1]([O:8][C:9]1[CH:14]=[CH:13][C:12]([O:15][C:16](=[O:18])[CH3:17])=[CH:11][CH:10]=1)[C:2]1[CH:7]=[CH:6][CH:5]=[CH:4][CH:3]=1.[N+:19]([O-])([OH:21])=[O:20]. (2) Given the product [CH3:1][C:2]1[O:6][C:5]([C:7]2[CH:8]=[CH:9][CH:10]=[CH:11][CH:12]=2)=[N:4][C:3]=1[CH2:13][O:14][C:15]1[CH:35]=[CH:34][C:18]([CH2:19][O:20][C:21]2[C:26]([CH:27]=[CH:28][C:29]([OH:31])=[O:30])=[CH:25][CH:24]=[CH:23][N:22]=2)=[CH:17][CH:16]=1, predict the reactants needed to synthesize it. The reactants are: [CH3:1][C:2]1[O:6][C:5]([C:7]2[CH:12]=[CH:11][CH:10]=[CH:9][CH:8]=2)=[N:4][C:3]=1[CH2:13][O:14][C:15]1[CH:35]=[CH:34][C:18]([CH2:19][O:20][C:21]2[C:26]([CH:27]=[CH:28][C:29]([O:31]CC)=[O:30])=[CH:25][CH:24]=[CH:23][N:22]=2)=[CH:17][CH:16]=1.O1CCCC1.[OH-].[Na+]. (3) Given the product [C:10]([C:9]1[CH:8]=[CH:7][C:6]([O:5][C:1]([N:30]2[CH:31]3[CH2:34][CH2:35][N:27]([CH2:33][CH2:32]3)[CH2:28][CH2:29]2)=[O:2])=[CH:19][CH:18]=1)(=[O:11])[C:12]1[CH:17]=[CH:16][CH:15]=[CH:14][CH:13]=1, predict the reactants needed to synthesize it. The reactants are: [C:1](Cl)(Cl)=[O:2].[OH:5][C:6]1[CH:19]=[CH:18][C:9]([C:10]([C:12]2[CH:17]=[CH:16][CH:15]=[CH:14][CH:13]=2)=[O:11])=[CH:8][CH:7]=1.CCN(CC)CC.[N:27]12[CH2:35][CH2:34][CH:31]([CH2:32][CH2:33]1)[NH:30][CH2:29][CH2:28]2. (4) Given the product [C:1]([NH:9][C:10]1[CH:19]=[C:18]2[C:13]([CH:14]=[CH:15][CH:16]=[C:17]2[N:20]2[CH2:25][CH2:24][NH:23][CH2:22][CH2:21]2)=[CH:12][CH:11]=1)(=[O:8])[C:2]1[CH:3]=[CH:4][CH:5]=[CH:6][CH:7]=1, predict the reactants needed to synthesize it. The reactants are: [C:1]([NH:9][C:10]1[CH:19]=[C:18]2[C:13]([CH:14]=[CH:15][CH:16]=[C:17]2[N:20]2[CH2:25][CH2:24][N:23](C)[CH2:22][CH2:21]2)=[CH:12][CH:11]=1)(=[O:8])[C:2]1[CH:7]=[CH:6][CH:5]=[CH:4][CH:3]=1.ClC(OC(Cl)C)=O.CO. (5) Given the product [F:32][C:26]1[CH:27]=[CH:28][CH:29]=[C:30]([F:31])[C:25]=1[C:24]([NH:23][C:19]1[CH:20]=[CH:21][CH:22]=[C:17]([C:9]2[C:8]([C:6]3[CH:5]=[CH:4][N:3]=[C:2]([NH:42][C:39]4[CH:40]=[CH:41][C:36]([O:35][CH3:34])=[C:37]([N:43]5[CH2:44][CH2:45][N:46]([CH3:49])[CH2:47][CH2:48]5)[CH:38]=4)[N:7]=3)=[C:12]3[CH:13]=[CH:14][CH:15]=[CH:16][N:11]3[N:10]=2)[CH:18]=1)=[O:33], predict the reactants needed to synthesize it. The reactants are: Cl[C:2]1[N:7]=[C:6]([C:8]2[C:9]([C:17]3[CH:18]=[C:19]([NH:23][C:24](=[O:33])[C:25]4[C:30]([F:31])=[CH:29][CH:28]=[CH:27][C:26]=4[F:32])[CH:20]=[CH:21][CH:22]=3)=[N:10][N:11]3[CH:16]=[CH:15][CH:14]=[CH:13][C:12]=23)[CH:5]=[CH:4][N:3]=1.[CH3:34][O:35][C:36]1[CH:41]=[CH:40][C:39]([NH2:42])=[CH:38][C:37]=1[N:43]1[CH2:48][CH2:47][N:46]([CH3:49])[CH2:45][CH2:44]1.Cl. (6) Given the product [CH:8]1[CH:7]=[CH:6][C:5]2[S:1][N:2]=[C:3]([N:10]3[CH2:11][CH2:12][N:13]([CH2:16][C@H:17]4[C@H:22]([CH2:23][N:30]5[C:31](=[O:39])[C@H:32]6[C@H:37]([C@H:36]7[CH2:38][C@@H:33]6[CH2:34][CH2:35]7)[C:29]5=[O:40])[CH2:21][CH2:20][CH2:19][CH2:18]4)[CH2:14][CH2:15]3)[C:4]=2[CH:9]=1, predict the reactants needed to synthesize it. The reactants are: [S:1]1[C:5]2[CH:6]=[CH:7][CH:8]=[CH:9][C:4]=2[C:3]([N:10]2[CH2:15][CH2:14][N+:13]3([CH2:23][C@H:22]4[C@@H:17]([CH2:18][CH2:19][CH2:20][CH2:21]4)[CH2:16]3)[CH:12](CS([O-])(=O)=O)[CH2:11]2)=[N:2]1.[C:29]1(=[O:40])[C@@H:37]2[C@@H:32]([C@@H:33]3[CH2:38][C@H:36]2[CH2:35][CH2:34]3)[C:31](=[O:39])[NH:30]1.C(=O)([O-])[O-].[K+].[K+].